Task: Predict which catalyst facilitates the given reaction.. Dataset: Catalyst prediction with 721,799 reactions and 888 catalyst types from USPTO (1) Reactant: [CH3:1][C:2]1([CH3:21])[O:6][C@H:5]2[C@H:7]([N:12]3[CH:20]=[N:19][C:18]4[C:13]3=[N:14][CH:15]=[N:16][CH:17]=4)[O:8][C@H:9]([CH2:10][NH2:11])[C@H:4]2[O:3]1.C([O-])([O-])=O.[K+].[K+].I[CH:29]([CH3:31])[CH3:30]. Product: [CH3:1][C:2]1([CH3:21])[O:6][C@H:5]2[C@H:7]([N:12]3[CH:20]=[N:19][C:18]4[C:13]3=[N:14][CH:15]=[N:16][CH:17]=4)[O:8][C@H:9]([CH2:10][NH:11][CH:29]([CH3:31])[CH3:30])[C@H:4]2[O:3]1. The catalyst class is: 23. (2) The catalyst class is: 20. Product: [Cl:34][C:31]1[CH:30]=[CH:29][C:28]([S:25]([C:22]2[CH:21]=[CH:20][C:19]([C:16]3[C:15]4[C:10](=[CH:11][CH:12]=[C:13]([F:35])[CH:14]=4)[CH:9]=[C:8]([CH2:7][C:6]([OH:36])=[O:5])[C:17]=3[CH3:18])=[CH:24][CH:23]=2)(=[O:26])=[O:27])=[CH:33][CH:32]=1. Reactant: O.[OH-].[Li+].C[O:5][C:6](=[O:36])[CH2:7][C:8]1[C:17]([CH3:18])=[C:16]([C:19]2[CH:24]=[CH:23][C:22]([S:25]([C:28]3[CH:33]=[CH:32][C:31]([Cl:34])=[CH:30][CH:29]=3)(=[O:27])=[O:26])=[CH:21][CH:20]=2)[C:15]2[C:10](=[CH:11][CH:12]=[C:13]([F:35])[CH:14]=2)[CH:9]=1.